This data is from Catalyst prediction with 721,799 reactions and 888 catalyst types from USPTO. The task is: Predict which catalyst facilitates the given reaction. (1) Reactant: [CH3:1][N:2]([C:15]([C:17]1[O:18][CH:19]=[CH:20][CH:21]=1)=[O:16])[N:3]=[CH:4][C:5]([CH3:14])=[CH:6][C:7]1[CH:12]=[CH:11][CH:10]=[CH:9][C:8]=1[F:13].O.C1(C)C=CC(S(O)(=O)=O)=CC=1.CO.C([O-])([O-])=O.[Na+].[Na+]. Product: [F:13][C:8]1[CH:9]=[CH:10][CH:11]=[CH:12][C:7]=1[CH:6]=[C:5]([CH3:14])[CH2:4][NH:3][N:2]([CH3:1])[C:15]([C:17]1[O:18][CH:19]=[CH:20][CH:21]=1)=[O:16]. The catalyst class is: 4. (2) Reactant: Br[C:2]1[CH:7]=[CH:6][C:5]([CH2:8][C:9]#[N:10])=[C:4]([CH3:11])[CH:3]=1.[CH3:12][O:13][CH2:14][CH2:15][CH2:16][C:17]1[CH:22]=[CH:21][CH:20]=[CH:19][C:18]=1B(O)O.C([O-])([O-])=O.[Na+].[Na+]. Product: [CH3:12][O:13][CH2:14][CH2:15][CH2:16][C:17]1[CH:22]=[CH:21][CH:20]=[CH:19][C:18]=1[C:2]1[CH:7]=[CH:6][C:5]([CH2:8][C:9]#[N:10])=[C:4]([CH3:11])[CH:3]=1. The catalyst class is: 710. (3) Reactant: [Cl-].[Cl-].[Cl-].[Al+3].[CH2:5]([NH:7][CH2:8][CH3:9])[CH3:6].[OH:10][C@@H:11]1[CH2:14][C@H:13]([C:15]([O:17]CC2C=CC=CC=2)=O)[CH2:12]1.C(=O)(O)[O-].[Na+]. Product: [CH2:5]([N:7]([CH2:8][CH3:9])[C:15]([C@H:13]1[CH2:12][C@@H:11]([OH:10])[CH2:14]1)=[O:17])[CH3:6]. The catalyst class is: 4. (4) Reactant: C(=O)([O-])[O-].[K+].[K+].[C:7]([NH:10][C:11]1[CH:12]=[C:13]([OH:17])[CH:14]=[CH:15][CH:16]=1)(=[O:9])[CH3:8].[CH3:18][O:19][C:20](=[O:32])[C:21]1[CH:26]=[CH:25][C:24]([N+:27]([O-:29])=[O:28])=[CH:23][C:22]=1[CH2:30]Br. Product: [CH3:18][O:19][C:20](=[O:32])[C:21]1[CH:26]=[CH:25][C:24]([N+:27]([O-:29])=[O:28])=[CH:23][C:22]=1[CH2:30][O:17][C:13]1[CH:14]=[CH:15][CH:16]=[C:11]([NH:10][C:7](=[O:9])[CH3:8])[CH:12]=1. The catalyst class is: 21. (5) Reactant: Br[CH2:2][C:3]1[NH:7][N:6]=[C:5]([C:8]2[CH:13]=[CH:12][N:11]=[CH:10][CH:9]=2)[CH:4]=1.[N-:14]=[N+:15]=[N-:16].[Na+].CN(C=O)C. Product: [N:14]([CH2:2][C:3]1[NH:7][N:6]=[C:5]([C:8]2[CH:13]=[CH:12][N:11]=[CH:10][CH:9]=2)[CH:4]=1)=[N+:15]=[N-:16]. The catalyst class is: 100. (6) Reactant: [N:1]1[CH:6]=[CH:5][CH:4]=[C:3]([C:7]2([C:10]([OH:12])=O)[CH2:9][CH2:8]2)[N:2]=1.F[P-](F)(F)(F)(F)F.N1(OC(N(C)C)=[N+](C)C)C2N=CC=CC=2N=N1.C(N(C(C)C)CC)(C)C.Cl.Cl.[NH2:48][C:49]1[CH:50]=[CH:51][C:52]([N:56]2[CH2:61][CH2:60][CH2:59][C@@H:58]([C:62]([N:64]3[CH2:68][CH2:67][CH2:66][CH2:65]3)=[O:63])[CH2:57]2)=[N:53][C:54]=1[NH2:55]. Product: [NH2:55][C:54]1[C:49]([NH:48][C:10]([C:7]2([C:3]3[N:2]=[N:1][CH:6]=[CH:5][CH:4]=3)[CH2:8][CH2:9]2)=[O:12])=[CH:50][CH:51]=[C:52]([N:56]2[CH2:61][CH2:60][CH2:59][C@@H:58]([C:62]([N:64]3[CH2:68][CH2:67][CH2:66][CH2:65]3)=[O:63])[CH2:57]2)[N:53]=1. The catalyst class is: 4. (7) Reactant: [CH2:1]=[C:2]1[CH2:7][CH2:6][N:5]([C:8]([O:10][C:11]([CH3:14])([CH3:13])[CH3:12])=[O:9])[CH:4]([C:15]2[CH:20]=[CH:19][CH:18]=[CH:17][CH:16]=2)[CH2:3]1.B.[O:22]1CCCC1.[OH-].[Na+].OO. Product: [OH:22][CH2:1][CH:2]1[CH2:7][CH2:6][N:5]([C:8]([O:10][C:11]([CH3:14])([CH3:12])[CH3:13])=[O:9])[CH:4]([C:15]2[CH:20]=[CH:19][CH:18]=[CH:17][CH:16]=2)[CH2:3]1. The catalyst class is: 30. (8) Reactant: [Cl:1][C:2]1[N:7]=[C:6]([Cl:8])[CH:5]=[CH:4][N:3]=1.[CH2:9]([NH2:11])[CH3:10]. Product: [Cl:1][C:2]1[N:7]=[C:6]([NH:11][CH2:9][CH3:10])[CH:5]=[CH:4][N:3]=1.[Cl:8][C:6]1[CH:5]=[CH:4][N:3]=[C:2]([NH:11][CH2:9][CH3:10])[N:7]=1. The catalyst class is: 1. (9) Product: [CH:33]([N:31]1[CH2:32][C:29]([NH:7][C:8]2[CH:9]=[C:10]3[C:19](=[CH:20][CH:21]=2)[O:18][CH2:17][C:16]2[N:11]3[CH:12]([CH3:23])[C:13](=[O:22])[NH:14][N:15]=2)([CH3:46])[CH2:30]1)([C:40]1[CH:41]=[CH:42][CH:43]=[CH:44][CH:45]=1)[C:34]1[CH:35]=[CH:36][CH:37]=[CH:38][CH:39]=1. Reactant: C([O-])([O-])=O.[K+].[K+].[NH2:7][C:8]1[CH:9]=[C:10]2[C:19](=[CH:20][CH:21]=1)[O:18][CH2:17][C:16]1[N:11]2[CH:12]([CH3:23])[C:13](=[O:22])[NH:14][N:15]=1.CS(O[C:29]1([CH3:46])[CH2:32][N:31]([CH:33]([C:40]2[CH:45]=[CH:44][CH:43]=[CH:42][CH:41]=2)[C:34]2[CH:39]=[CH:38][CH:37]=[CH:36][CH:35]=2)[CH2:30]1)(=O)=O. The catalyst class is: 41. (10) Reactant: [Cl:1][C:2]1[N:3]=[C:4]([CH:16]([CH3:18])[CH3:17])[NH:5][C:6]=1[CH2:7][O:8]CC1C=CC=CC=1.CS(O)(=O)=O.[OH-].[Na+]. Product: [Cl:1][C:2]1[N:3]=[C:4]([CH:16]([CH3:18])[CH3:17])[NH:5][C:6]=1[CH2:7][OH:8]. The catalyst class is: 22.